Dataset: Full USPTO retrosynthesis dataset with 1.9M reactions from patents (1976-2016). Task: Predict the reactants needed to synthesize the given product. (1) Given the product [CH3:1][O:2][C:3]1[CH:4]=[C:5]([CH:14]=[CH:15][C:16]=1[O:17][CH3:18])[C:6]([C:8]1[CH:13]=[CH:12][CH:21]=[CH:19][N:20]=1)=[O:7], predict the reactants needed to synthesize it. The reactants are: [CH3:1][O:2][C:3]1[CH:4]=[C:5]([CH:14]=[CH:15][C:16]=1[O:17][CH3:18])[C:6]([C:8]1[CH:13]=[CH:12]N=CC=1)=[O:7].[C:19]([C:21]1C=CC=CN=1)#[N:20]. (2) Given the product [Cl:20][C:21]1[CH:22]=[C:23]2[C:27](=[CH:28][CH:29]=1)[NH:26][CH:25]=[C:24]2[CH2:30][CH2:31][NH:32][C:36](=[O:40])[C:13]1[CH:14]=[CH:15][C:7]([O:6][C:5]2[CH:16]=[CH:17][CH:18]=[C:3]([O:2][CH3:1])[CH:4]=2)=[CH:8][CH:9]=1, predict the reactants needed to synthesize it. The reactants are: [CH3:1][O:2][C:3]1[CH:4]=[C:5]([CH:16]=[CH:17][CH:18]=1)[O:6][C:7]1[CH:8]=[C:9]([CH:13]=[CH:14][CH:15]=1)C(O)=O.Cl.[Cl:20][C:21]1[CH:22]=[C:23]2[C:27](=[CH:28][CH:29]=1)[NH:26][CH:25]=[C:24]2[CH2:30][CH2:31][NH2:32].CN([C:36]([O:40]N1N=NC2C=CC=NC1=2)=[N+](C)C)C.F[P-](F)(F)(F)(F)F.C(N(CC)C(C)C)(C)C. (3) Given the product [C:15]([C:12]1[CH:13]=[CH:14][C:9]([C:6]2[N:5]=[C:4]([CH3:19])[C:3]([CH2:2][C:20]#[N:22])=[CH:8][CH:7]=2)=[CH:10][CH:11]=1)([CH3:18])([CH3:17])[CH3:16], predict the reactants needed to synthesize it. The reactants are: Br[CH2:2][C:3]1[C:4]([CH3:19])=[N:5][C:6]([C:9]2[CH:14]=[CH:13][C:12]([C:15]([CH3:18])([CH3:17])[CH3:16])=[CH:11][CH:10]=2)=[CH:7][CH:8]=1.[C:20](#[N:22])C. (4) Given the product [O:50]=[C:39]1[C:40]2[C:45](=[CH:44][CH:43]=[CH:42][CH:41]=2)[C:46](=[O:47])[N:38]1[C@H:35]1[CH2:36][CH2:37][C@H:33]([NH:32][C:28]([NH:16][C:14]2[N:15]=[C:10]3[CH:9]=[CH:8][N:7]([CH2:6][O:5][CH2:4][CH2:3][Si:2]([CH3:18])([CH3:17])[CH3:1])[C:11]3=[N:12][CH:13]=2)=[O:29])[CH2:34]1, predict the reactants needed to synthesize it. The reactants are: [CH3:1][Si:2]([CH3:18])([CH3:17])[CH2:3][CH2:4][O:5][CH2:6][N:7]1[C:11]2=[N:12][CH:13]=[C:14]([NH2:16])[N:15]=[C:10]2[CH:9]=[CH:8]1.CCN(C(C)C)C(C)C.[C:28](Cl)(Cl)=[O:29].[NH2:32][C@H:33]1[CH2:37][CH2:36][C@H:35]([N:38]2[C:46](=[O:47])[C:45]3[C:40](=[CH:41][C:42](Cl)=[C:43](Cl)[CH:44]=3)[C:39]2=[O:50])[CH2:34]1. (5) Given the product [CH3:9][O:8][C:4]1[CH:3]=[C:2](/[CH:15]=[CH:16]/[C:17]2[CH:22]=[CH:21][CH:20]=[CH:19][N:18]=2)[CH:7]=[CH:6][N:5]=1, predict the reactants needed to synthesize it. The reactants are: Cl[C:2]1[CH:7]=[CH:6][N:5]=[C:4]([O:8][CH3:9])[CH:3]=1.C([Sn](CCCC)(CCCC)/[CH:15]=[CH:16]/[C:17]1[CH:22]=[CH:21][CH:20]=[CH:19][N:18]=1)CCC. (6) Given the product [Br:16][C:10]1[C:11](=[O:15])[N:12]([CH3:14])[CH:13]=[C:8]([C:4]2[C:3]([CH3:17])=[C:2]([NH:1][C:33](=[O:34])[C:32]3[CH:36]=[CH:37][C:29]([C:25]([CH3:27])([CH3:26])[CH3:28])=[CH:30][CH:31]=3)[CH:7]=[CH:6][CH:5]=2)[CH:9]=1, predict the reactants needed to synthesize it. The reactants are: [NH2:1][C:2]1[C:3]([CH3:17])=[C:4]([C:8]2[CH:9]=[C:10]([Br:16])[C:11](=[O:15])[N:12]([CH3:14])[CH:13]=2)[CH:5]=[CH:6][CH:7]=1.C(N(CC)CC)C.[C:25]([C:29]1[CH:37]=[CH:36][C:32]([C:33](Cl)=[O:34])=[CH:31][CH:30]=1)([CH3:28])([CH3:27])[CH3:26]. (7) Given the product [CH2:18]([C:5]1[N:4]=[C:3]([C:20]([NH2:22])=[O:21])[C:2]([NH:35][C:34]2[CH:33]=[CH:32][C:31]([CH2:30][N:27]3[CH2:26][CH2:25][N:24]([CH3:23])[CH2:29][CH2:28]3)=[CH:37][CH:36]=2)=[N:7][C:6]=1[O:8][C:9]1[CH:14]=[CH:13][CH:12]=[C:11]([N+:15]([O-:17])=[O:16])[CH:10]=1)[CH3:19], predict the reactants needed to synthesize it. The reactants are: Cl[C:2]1[C:3]([C:20]([NH2:22])=[O:21])=[N:4][C:5]([CH2:18][CH3:19])=[C:6]([O:8][C:9]2[CH:14]=[CH:13][CH:12]=[C:11]([N+:15]([O-:17])=[O:16])[CH:10]=2)[N:7]=1.[CH3:23][N:24]1[CH2:29][CH2:28][N:27]([CH2:30][C:31]2[CH:37]=[CH:36][C:34]([NH2:35])=[CH:33][CH:32]=2)[CH2:26][CH2:25]1.C1(P(C2CCCCC2)C2C=CC=CC=2C2C(C(C)C)=CC(C(C)C)=CC=2C(C)C)CCCCC1.C(=O)([O-])[O-].[Cs+].[Cs+].